From a dataset of Peptide-MHC class II binding affinity with 134,281 pairs from IEDB. Regression. Given a peptide amino acid sequence and an MHC pseudo amino acid sequence, predict their binding affinity value. This is MHC class II binding data. (1) The peptide sequence is ALLPRAGAAAAAALP. The MHC is DRB1_0401 with pseudo-sequence DRB1_0401. The binding affinity (normalized) is 0. (2) The peptide sequence is GSRAIWYMWLGARYL. The binding affinity (normalized) is 0.625. The MHC is DRB3_0101 with pseudo-sequence DRB3_0101.